From a dataset of Forward reaction prediction with 1.9M reactions from USPTO patents (1976-2016). Predict the product of the given reaction. (1) Given the reactants Cl.[NH2:2][C:3]1[C:4]([C:8]([O:10][CH3:11])=[O:9])=[CH:5][S:6][CH:7]=1.C(N(CC)CC)C.[C:19](Cl)(=[O:23])[O:20][CH2:21][CH3:22], predict the reaction product. The product is: [CH2:21]([O:20][C:19]([NH:2][C:3]1[C:4]([C:8]([O:10][CH3:11])=[O:9])=[CH:5][S:6][CH:7]=1)=[O:23])[CH3:22]. (2) The product is: [CH3:1][C:2]1[CH:12]=[CH:11][CH:10]=[C:4]2[C:5]([NH:13][C:8](=[O:7])[C:3]=12)=[O:6]. Given the reactants [CH3:1][C:2]1[CH:12]=[CH:11][CH:10]=[C:4]2[C:5]([O:7][C:8](=O)[C:3]=12)=[O:6].[NH3:13], predict the reaction product.